Dataset: Forward reaction prediction with 1.9M reactions from USPTO patents (1976-2016). Task: Predict the product of the given reaction. (1) Given the reactants [C:1](=O)([O-])O.[Na+].CI.[CH2:8]([O:10][C:11]1[CH:12]=[C:13]([C:20]2[S:21][CH:22]=[C:23]([CH2:25][CH2:26][C:27]([C:29]3[CH:37]=[CH:36][CH:35]=[CH:34][C:30]=3[C:31]([OH:33])=[O:32])=[O:28])[N:24]=2)[CH:14]=[CH:15][C:16]=1[O:17][CH2:18][CH3:19])[CH3:9].O, predict the reaction product. The product is: [CH2:8]([O:10][C:11]1[CH:12]=[C:13]([C:20]2[S:21][CH:22]=[C:23]([CH2:25][CH2:26][C:27]([C:29]3[CH:37]=[CH:36][CH:35]=[CH:34][C:30]=3[C:31]([O:33][CH3:1])=[O:32])=[O:28])[N:24]=2)[CH:14]=[CH:15][C:16]=1[O:17][CH2:18][CH3:19])[CH3:9]. (2) Given the reactants [CH3:1][N:2]1[CH2:7][CH2:6][NH:5][CH2:4][CH2:3]1.N1CCNC[CH2:9]1.[NH2:14][C:15]1[CH:22]=[C:21]([Cl:23])[CH:20]=[CH:19][C:16]=1[C:17]#[N:18].NC1C=CC(Cl)=CC=1C#N.[C:34]([NH:37][NH2:38])(=O)[CH3:35].C(NN)=O, predict the reaction product. The product is: [Cl:23][C:21]1[CH:20]=[CH:19][C:16]2[C:17]3[N:38]([N:37]=[C:34]([CH3:35])[N:18]=3)[C:1]([N:2]3[CH2:7][CH2:6][N:5]([CH3:9])[CH2:4][CH2:3]3)=[N:14][C:15]=2[CH:22]=1. (3) Given the reactants [NH:1]1[CH:5]=[CH:4][N:3]=[N:2]1.[I-].[Na+].[OH-].[Na+].Cl[CH2:11][CH2:12][CH2:13][CH2:14][C:15]1[CH:20]=[CH:19][CH:18]=[CH:17][CH:16]=1, predict the reaction product. The product is: [C:15]1([CH2:14][CH2:13][CH2:12][CH2:11][N:1]2[CH:5]=[CH:4][N:3]=[N:2]2)[CH:20]=[CH:19][CH:18]=[CH:17][CH:16]=1.